Dataset: Reaction yield outcomes from USPTO patents with 853,638 reactions. Task: Predict the reaction yield, written as a fraction of the theoretical maximum amount of product (1.0 means a 100% yield; for example, 0.34 means a 34% yield). (1) The yield is 0.510. The catalyst is C1COCC1. The reactants are [H-].[Na+].CS(O[C@@H:8]([C@@H:15]1[CH2:19][CH2:18][C:17](=[O:20])[N:16]1[CH2:21][CH2:22][NH:23][C:24]([O:26][C:27]([CH3:30])([CH3:29])[CH3:28])=[O:25])[C:9]1[C:13]([CH3:14])=[CH:12][S:11][CH:10]=1)(=O)=O. The product is [CH3:14][C:13]1[C:9]([C@H:8]2[N:23]([C:24]([O:26][C:27]([CH3:30])([CH3:29])[CH3:28])=[O:25])[CH2:22][CH2:21][N:16]3[C:17](=[O:20])[CH2:18][CH2:19][C@@H:15]23)=[CH:10][S:11][CH:12]=1. (2) The product is [Br:3][C:4]1[CH:5]=[C:6]([OH:12])[CH:7]=[CH:8][C:9]=1[O:10][CH3:11]. The yield is 0.980. The reactants are [OH-].[K+].[Br:3][C:4]1[CH:5]=[C:6]([O:12]C(=O)C)[CH:7]=[CH:8][C:9]=1[O:10][CH3:11]. The catalyst is O.CO. (3) The reactants are [CH2:1]([N:3]1[N:7]=[C:6]([CH:8]2[CH2:13][CH2:12][N:11]([C:14]3[CH:19]=[CH:18][C:17](/[N:20]=[CH:21]/[C:22]4[O:23][C:24]([N+:27]([O-:29])=[O:28])=[CH:25][CH:26]=4)=[CH:16][C:15]=3[F:30])[CH2:10][CH2:9]2)[O:5][C:4]1=[O:31])[CH3:2].C([BH3-])#N.[Na+].C(=O)(O)[O-].[Na+]. The catalyst is CC(O)=O.CO. The product is [CH2:1]([N:3]1[N:7]=[C:6]([CH:8]2[CH2:9][CH2:10][N:11]([C:14]3[CH:19]=[CH:18][C:17]([NH:20][CH2:21][C:22]4[O:23][C:24]([N+:27]([O-:29])=[O:28])=[CH:25][CH:26]=4)=[CH:16][C:15]=3[F:30])[CH2:12][CH2:13]2)[O:5][C:4]1=[O:31])[CH3:2]. The yield is 0.830. (4) The reactants are [Br:1][C:2]1[CH:9]=[CH:8][C:5]([CH2:6]Br)=[CH:4][CH:3]=1.[CH3:10][C@H:11]1[CH2:16][C@H:15]([CH3:17])[CH2:14][NH:13][CH2:12]1.C(=O)([O-])[O-].[K+].[K+]. The catalyst is C1COCC1. The product is [Br:1][C:2]1[CH:9]=[CH:8][C:5]([CH2:6][N:13]2[CH2:14][C@H:15]([CH3:17])[CH2:16][C@H:11]([CH3:10])[CH2:12]2)=[CH:4][CH:3]=1. The yield is 0.350. (5) The reactants are [N+:1]([C:4]1[CH:5]=[N:6][CH:7]=[CH:8][C:9]=1[C:10]1[CH2:11][CH2:12][CH:13]2[O:17][C:16](=[O:18])[NH:15][CH:14]2[CH:19]=1)([O-:3])=[O:2].[C:20](O[C:20]([O:22][C:23]([CH3:26])([CH3:25])[CH3:24])=[O:21])([O:22][C:23]([CH3:26])([CH3:25])[CH3:24])=[O:21]. The catalyst is CN(C1C=CN=CC=1)C.C(Cl)Cl.C(OCC)(=O)C. The product is [N+:1]([C:4]1[CH:5]=[N:6][CH:7]=[CH:8][C:9]=1[C:10]1[CH2:11][CH2:12][CH:13]2[O:17][C:16](=[O:18])[N:15]([C:20]([O:22][C:23]([CH3:26])([CH3:25])[CH3:24])=[O:21])[CH:14]2[CH:19]=1)([O-:3])=[O:2]. The yield is 0.980. (6) The yield is 0.950. The reactants are [CH2:1]([N:3]1[C:7]([CH2:8]O)=[C:6]([CH3:10])[N:5]=[CH:4]1)[CH3:2].S(Cl)([Cl:13])=O. The product is [ClH:13].[Cl:13][CH2:8][C:7]1[N:3]([CH2:1][CH3:2])[CH:4]=[N:5][C:6]=1[CH3:10]. The catalyst is ClCCl. (7) The reactants are [F:1][C:2]1[CH:7]=[CH:6][C:5]([F:8])=[CH:4][C:3]=1[C@@H:9]1[N:13]([C:14]2[CH:19]=[CH:18][N:17]3[N:20]=[CH:21][C:22]([C:23]([OH:25])=O)=[C:16]3[N:15]=2)[C:12]([CH3:27])([CH3:26])[CH2:11][CH2:10]1.[CH:28]1([NH2:31])[CH2:30][CH2:29]1. No catalyst specified. The product is [CH:28]1([NH:31][C:23]([C:22]2[CH:21]=[N:20][N:17]3[CH:18]=[CH:19][C:14]([N:13]4[C@@H:9]([C:3]5[CH:4]=[C:5]([F:8])[CH:6]=[CH:7][C:2]=5[F:1])[CH2:10][CH2:11][C:12]4([CH3:27])[CH3:26])=[N:15][C:16]=23)=[O:25])[CH2:30][CH2:29]1. The yield is 0.390.